This data is from Catalyst prediction with 721,799 reactions and 888 catalyst types from USPTO. The task is: Predict which catalyst facilitates the given reaction. (1) Reactant: [OH-:1].[K+].[F:3][C:4]([F:17])([F:16])[CH2:5][O:6][CH2:7][C:8]1[CH:9]=[CH:10][C:11]([C:14]#N)=[N:12][CH:13]=1.Cl.[OH2:19]. The catalyst class is: 14. Product: [F:3][C:4]([F:17])([F:16])[CH2:5][O:6][CH2:7][C:8]1[CH:9]=[CH:10][C:11]([C:14]([OH:19])=[O:1])=[N:12][CH:13]=1. (2) Reactant: [N:1]([C@@:4]1([CH2:32]O)[C@H:8]2[O:9][C:10]([CH3:13])([CH3:12])[O:11][C@H:7]2[C@H:6]([N:14]2[CH:22]=[N:21][C:20]3[C:15]2=[N:16][CH:17]=[N:18][C:19]=3[NH:23][C:24](=[O:31])[C:25]2[CH:30]=[CH:29][CH:28]=[CH:27][CH:26]=2)[O:5]1)=[N+:2]=[N-:3].[C:34]([OH:40])([C:36](F)(F)F)=O.N1C=CC=CC=1.C1CCC(N=C=NC2CCCCC2)CC1.[P:62]([CH2:70]P(OCC)(OCC)=O)(OCC)([O:64][CH2:65][CH3:66])=[O:63].CC([O-])(C)C.[K+].C1COCC1.Cl. Product: [N:1]([C@@:4]1(/[CH:32]=[CH:70]/[P:62](=[O:63])([O:40][CH2:34][CH3:36])[O:64][CH2:65][CH3:66])[C@@H:8]2[C@@H:7]([O:11][C:10]([CH3:13])([CH3:12])[O:9]2)[C@H:6]([N:14]2[CH:22]=[N:21][C:20]3[C:15]2=[N:16][CH:17]=[N:18][C:19]=3[NH:23][C:24](=[O:31])[C:25]2[CH:30]=[CH:29][CH:28]=[CH:27][CH:26]=2)[O:5]1)=[N+:2]=[N-:3]. The catalyst class is: 197. (3) Reactant: [CH:1]1([CH:4]([CH:16]2[CH2:18][CH2:17]2)[N:5]2[CH:10]=[CH:9][C:8]([O:11][CH3:12])=[C:7]([C:13]#[N:14])[C:6]2=[O:15])[CH2:3][CH2:2]1.[Br:19]N1C(=O)CCC1=O. Product: [Br:19][C:9]1[C:8]([O:11][CH3:12])=[C:7]([C:13]#[N:14])[C:6](=[O:15])[N:5]([CH:4]([CH:16]2[CH2:18][CH2:17]2)[CH:1]2[CH2:2][CH2:3]2)[CH:10]=1. The catalyst class is: 9. (4) Reactant: [CH2:1]([O:8][C:9]([N:11]([CH2:23][C:24]([N:26]1[CH2:30][C@@H:29]([F:31])[CH2:28][C@H:27]1[C:32]#[N:33])=[O:25])[C:12]12[CH2:19][CH2:18][C:15]([C:20]([OH:22])=[O:21])([CH2:16][CH2:17]1)[CH2:14][CH2:13]2)=[O:10])[C:2]1[CH:7]=[CH:6][CH:5]=[CH:4][CH:3]=1.O[N:35]1[C:39]2[CH:40]=[CH:41][CH:42]=[CH:43][C:38]=2[N:37]=[N:36]1.Cl.CN(C)CCCN=C=NCC. Product: [CH2:1]([O:8][C:9]([N:11]([CH2:23][C:24]([N:26]1[CH2:30][C@@H:29]([F:31])[CH2:28][C@H:27]1[C:32]#[N:33])=[O:25])[C:12]12[CH2:19][CH2:18][C:15]([C:20]([O:22][N:35]3[C:39]4[CH:40]=[CH:41][CH:42]=[CH:43][C:38]=4[N:37]=[N:36]3)=[O:21])([CH2:14][CH2:13]1)[CH2:16][CH2:17]2)=[O:10])[C:2]1[CH:3]=[CH:4][CH:5]=[CH:6][CH:7]=1. The catalyst class is: 9. (5) Reactant: [O:1]=[C:2]1[N:8]([CH:9]2[CH2:14][CH2:13][N:12]([C:15]([O:17][C@@H:18]([C:29]([O:31][CH3:32])=[O:30])[CH2:19][C:20]3[CH:25]=[C:24]([CH3:26])[C:23]([NH2:27])=[C:22]([NH2:28])[CH:21]=3)=[O:16])[CH2:11][CH2:10]2)[CH2:7][CH2:6][C:5]2[CH:33]=[CH:34][CH:35]=[CH:36][C:4]=2[NH:3]1.[CH3:37][O:38][C:39](OC)(OC)OC.O.C1(C)C(S(O)(=O)=O)=CC=CC=1. Product: [O:1]=[C:2]1[N:8]([CH:9]2[CH2:10][CH2:11][N:12]([C:15]([O:17][C@@H:18]([C:29]([O:31][CH3:32])=[O:30])[CH2:19][C:20]3[CH:25]=[C:24]([CH3:26])[C:23]4[NH:27][C:37]([O:38][CH3:39])=[N:28][C:22]=4[CH:21]=3)=[O:16])[CH2:13][CH2:14]2)[CH2:7][CH2:6][C:5]2[CH:33]=[CH:34][CH:35]=[CH:36][C:4]=2[NH:3]1. The catalyst class is: 5. (6) Reactant: [CH:1]1([N:4]2[CH:8]=[C:7]([C:9]3[CH:10]=[CH:11][C:12]4[N:13]([CH:15]=[C:16]([NH:18]C(=O)C)[N:17]=4)[N:14]=3)[C:6]([C:22]3[CH:27]=[CH:26][C:25]([F:28])=[CH:24][CH:23]=3)=[N:5]2)[CH2:3][CH2:2]1.Cl. Product: [CH:1]1([N:4]2[CH:8]=[C:7]([C:9]3[CH:10]=[CH:11][C:12]4[N:13]([CH:15]=[C:16]([NH2:18])[N:17]=4)[N:14]=3)[C:6]([C:22]3[CH:27]=[CH:26][C:25]([F:28])=[CH:24][CH:23]=3)=[N:5]2)[CH2:3][CH2:2]1. The catalyst class is: 5. (7) Reactant: [CH3:1][O:2][C:3]1[CH:4]=[C:5](/[CH:14]=[CH:15]/[C:16]([O:18]C(C)(C)C)=[O:17])[CH:6]=[C:7]([O:9][C:10]([F:13])([F:12])[F:11])[CH:8]=1.FC(F)(F)C(O)=O. Product: [CH3:1][O:2][C:3]1[CH:4]=[C:5](/[CH:14]=[CH:15]/[C:16]([OH:18])=[O:17])[CH:6]=[C:7]([O:9][C:10]([F:13])([F:12])[F:11])[CH:8]=1. The catalyst class is: 4.